From a dataset of Reaction yield outcomes from USPTO patents with 853,638 reactions. Predict the reaction yield, written as a fraction of the theoretical maximum amount of product (1.0 means a 100% yield; for example, 0.34 means a 34% yield). (1) The reactants are [Cl:1][C:2]1[C:7]([C:8]([O:10][CH2:11][CH3:12])=[O:9])=[C:6](Cl)[CH:5]=[C:4]([CH3:14])[N:3]=1.[CH3:15][C:16]([CH3:21])([CH3:20])[CH2:17][CH2:18][NH2:19]. The catalyst is C(O)C.C(OCC)(=O)C. The product is [Cl:1][C:2]1[C:7]([C:8]([O:10][CH2:11][CH3:12])=[O:9])=[C:6]([NH:19][CH2:18][CH2:17][C:16]([CH3:21])([CH3:20])[CH3:15])[CH:5]=[C:4]([CH3:14])[N:3]=1. The yield is 0.800. (2) The reactants are CC(N(C)C)=O.[Cl:7][C:8]1[CH:9]=[C:10]([NH:23][C:24]2[C:29]3[C:30]4[CH2:38][CH2:37][C:36]5[C:32](=[CH:33][N:34]([CH2:39][CH2:40][OH:41])[N:35]=5)[C:31]=4[S:42][C:28]=3[N:27]=[CH:26][N:25]=2)[CH:11]=[CH:12][C:13]=1[O:14][CH2:15][C:16]1[CH:21]=[CH:20][CH:19]=[C:18]([F:22])[CH:17]=1.Cl[S:44]([NH2:47])(=[O:46])=[O:45]. The catalyst is [Cl-].[Na+].O. The product is [S:44](=[O:46])(=[O:45])([O:41][CH2:40][CH2:39][N:34]1[CH:33]=[C:32]2[C:36]([CH2:37][CH2:38][C:30]3[C:29]4[C:24]([NH:23][C:10]5[CH:11]=[CH:12][C:13]([O:14][CH2:15][C:16]6[CH:21]=[CH:20][CH:19]=[C:18]([F:22])[CH:17]=6)=[C:8]([Cl:7])[CH:9]=5)=[N:25][CH:26]=[N:27][C:28]=4[S:42][C:31]=32)=[N:35]1)[NH2:47]. The yield is 0.260. (3) The reactants are [CH2:1]([O:8][C:9]1[CH:14]=[CH:13][C:12]([C:15]2(O)[C:23]3[C:18](=[CH:19][CH:20]=[CH:21][CH:22]=3)[N:17]([CH:24]([C:31]3[CH:36]=[CH:35][CH:34]=[CH:33][CH:32]=3)[C:25]3[CH:30]=[CH:29][CH:28]=[CH:27][CH:26]=3)[C:16]2=[O:37])=[C:11]([OH:39])[CH:10]=1)[C:2]1[CH:7]=[CH:6][CH:5]=[CH:4][CH:3]=1.C([SiH](CC)CC)C.FC(F)(F)C(O)=O. No catalyst specified. The product is [CH2:1]([O:8][C:9]1[CH:14]=[CH:13][C:12]([CH:15]2[C:23]3[C:18](=[CH:19][CH:20]=[CH:21][CH:22]=3)[N:17]([CH:24]([C:25]3[CH:26]=[CH:27][CH:28]=[CH:29][CH:30]=3)[C:31]3[CH:32]=[CH:33][CH:34]=[CH:35][CH:36]=3)[C:16]2=[O:37])=[C:11]([OH:39])[CH:10]=1)[C:2]1[CH:3]=[CH:4][CH:5]=[CH:6][CH:7]=1. The yield is 0.760. (4) The reactants are [Cl:1][C:2]1[N:3]=[C:4](Cl)[C:5]2[CH2:10][CH2:9][CH:8]([C:11]3[CH:16]=[CH:15][C:14]([F:17])=[CH:13][CH:12]=3)[C:6]=2[N:7]=1.[F:19][C:20]([F:28])([F:27])[C:21]1([OH:26])[CH2:25][CH2:24][NH:23][CH2:22]1. No catalyst specified. The product is [Cl:1][C:2]1[N:3]=[C:4]([N:23]2[CH2:24][CH2:25][C:21]([C:20]([F:28])([F:27])[F:19])([OH:26])[CH2:22]2)[C:5]2[CH2:10][CH2:9][CH:8]([C:11]3[CH:16]=[CH:15][C:14]([F:17])=[CH:13][CH:12]=3)[C:6]=2[N:7]=1. The yield is 0.620. (5) The reactants are C(OC([N:8]1[CH2:13][CH2:12][CH:11]([N:14]2[C:22]3[C:17](=[CH:18][C:19]([O:23][CH:24]([F:26])[F:25])=[CH:20][CH:21]=3)[C:16]([C:27]3[N:28]=[C:29]4[C:35]([C:36](=[O:42])[NH:37][C:38]([CH3:41])([CH3:40])[CH3:39])=[CH:34][N:33]([CH2:43][O:44][CH2:45][CH2:46][Si:47]([CH3:50])([CH3:49])[CH3:48])[C:30]4=[N:31][CH:32]=3)=[N:15]2)[CH2:10][CH2:9]1)=O)(C)(C)C.C([Cl:54])(=O)C. The catalyst is CO. The product is [ClH:54].[C:38]([NH:37][C:36]([C:35]1[C:29]2[C:30](=[N:31][CH:32]=[C:27]([C:16]3[C:17]4[C:22](=[CH:21][CH:20]=[C:19]([O:23][CH:24]([F:25])[F:26])[CH:18]=4)[N:14]([CH:11]4[CH2:10][CH2:9][NH:8][CH2:13][CH2:12]4)[N:15]=3)[N:28]=2)[N:33]([CH2:43][O:44][CH2:45][CH2:46][Si:47]([CH3:50])([CH3:49])[CH3:48])[CH:34]=1)=[O:42])([CH3:41])([CH3:40])[CH3:39]. The yield is 0.990. (6) The reactants are I[C:2]1[CH:3]=[C:4]2[C:9](=[CH:10][CH:11]=1)[N:8]([CH2:12][C@@H:13]1[CH2:18][CH2:17][CH2:16][NH:15][CH2:14]1)[CH:7]=[C:6]([C:19]([O:21]CC)=[O:20])[C:5]2=[O:24].[CH2:25]([NH:27][C:28]([NH:30][C:31]1[CH:36]=[C:35]([C:37]2[S:38][CH:39]=[C:40]([C:42]([F:45])([F:44])[F:43])[N:41]=2)[C:34](B2OC(C)(C)C(C)(C)O2)=[CH:33][N:32]=1)=[O:29])[CH3:26].C(=O)([O-])[O-].[Cs+].[Cs+].[OH-].[Li+]. The catalyst is O1CCOCC1.O.C1C=CC([P]([Pd]([P](C2C=CC=CC=2)(C2C=CC=CC=2)C2C=CC=CC=2)([P](C2C=CC=CC=2)(C2C=CC=CC=2)C2C=CC=CC=2)[P](C2C=CC=CC=2)(C2C=CC=CC=2)C2C=CC=CC=2)(C2C=CC=CC=2)C2C=CC=CC=2)=CC=1. The product is [CH2:25]([NH:27][C:28](=[O:29])[NH:30][C:31]1[N:32]=[CH:33][C:34]([C:2]2[CH:3]=[C:4]3[C:9](=[CH:10][CH:11]=2)[N:8]([CH2:12][C@@H:13]2[CH2:18][CH2:17][CH2:16][NH:15][CH2:14]2)[CH:7]=[C:6]([C:19]([OH:21])=[O:20])[C:5]3=[O:24])=[C:35]([C:37]2[S:38][CH:39]=[C:40]([C:42]([F:43])([F:44])[F:45])[N:41]=2)[CH:36]=1)[CH3:26]. The yield is 0.360. (7) The reactants are Cl[C:2]1[CH:3]=[C:4]([C:28]2[CH:32]=[CH:31][NH:30][N:29]=2)[C:5]2[N:6]([C:8]([C:22]3[CH:27]=[CH:26][CH:25]=[CH:24][CH:23]=3)=[C:9]([C:11]3[CH:16]=[CH:15][C:14]([C:17]4([NH2:21])[CH2:20][CH2:19][CH2:18]4)=[CH:13][CH:12]=3)[N:10]=2)[N:7]=1.[CH3:33][O-:34].[Na+].O. The catalyst is CO. The product is [CH3:33][O:34][C:2]1[CH:3]=[C:4]([C:28]2[CH:32]=[CH:31][NH:30][N:29]=2)[C:5]2[N:6]([C:8]([C:22]3[CH:27]=[CH:26][CH:25]=[CH:24][CH:23]=3)=[C:9]([C:11]3[CH:16]=[CH:15][C:14]([C:17]4([NH2:21])[CH2:20][CH2:19][CH2:18]4)=[CH:13][CH:12]=3)[N:10]=2)[N:7]=1. The yield is 0.360. (8) The reactants are [Br:1][C:2]1[CH:3]=[CH:4][C:5]([NH:8][C:9]([C:11]2[C:16]([NH:17][C:18]([C:20]3[CH:25]=[CH:24][C:23]([C:26]#[N:27])=[CH:22][CH:21]=3)=[O:19])=[C:15]([O:28][CH3:29])[C:14]([O:30][CH3:31])=[C:13]([O:32][CH3:33])[CH:12]=2)=[O:10])=[N:6][CH:7]=1.Cl.[CH3:35][NH:36][CH2:37][CH2:38]N. The catalyst is CO.C(OCC)(=O)C. The product is [Br:1][C:2]1[CH:3]=[CH:4][C:5]([NH:8][C:9]([C:11]2[C:16]([NH:17][C:18]([C:20]3[CH:25]=[CH:24][C:23]([C:26]4[N:36]([CH3:35])[CH2:37][CH2:38][N:27]=4)=[CH:22][CH:21]=3)=[O:19])=[C:15]([O:28][CH3:29])[C:14]([O:30][CH3:31])=[C:13]([O:32][CH3:33])[CH:12]=2)=[O:10])=[N:6][CH:7]=1. The yield is 0.320. (9) The reactants are S(Cl)([Cl:3])=O.O[CH2:6][CH2:7][S:8][C:9]1[N:10]([CH3:14])[CH:11]=[CH:12][N:13]=1. The catalyst is ClC(Cl)Cl. The product is [ClH:3].[Cl:3][CH2:6][CH2:7][S:8][C:9]1[N:10]([CH3:14])[CH:11]=[CH:12][N:13]=1. The yield is 0.770. (10) The reactants are C(N(CC)CC)C.[CH:8]([C:10]1[C:18]2[C:13](=[CH:14][CH:15]=[CH:16][CH:17]=2)[N:12](C(OC(C)(C)C)=O)[CH:11]=1)=[O:9].[CH3:26][O:27][C:28]1[CH:29]=[C:30]([CH:39]=[CH:40][CH:41]=1)[N:31]=[CH:32][C:33]1[N:34]([CH3:38])[CH:35]=[CH:36][N:37]=1. The catalyst is [Cl-].C([N+]1C(C)=C(CCO)SC=1)C1C=CC=CC=1.C(O)C. The product is [NH:12]1[C:13]2[C:18](=[CH:17][CH:16]=[CH:15][CH:14]=2)[C:10]([C:8](=[O:9])[CH:32]([NH:31][C:30]2[CH:39]=[CH:40][CH:41]=[C:28]([O:27][CH3:26])[CH:29]=2)[C:33]2[N:34]([CH3:38])[CH:35]=[CH:36][N:37]=2)=[CH:11]1. The yield is 0.220.